The task is: Predict which catalyst facilitates the given reaction.. This data is from Catalyst prediction with 721,799 reactions and 888 catalyst types from USPTO. (1) Reactant: N[C@H:2]([C:8]([OH:10])=[O:9])[CH2:3][CH2:4][C:5]([OH:7])=[O:6].N([O-])=O.[Na+]. Product: [O:9]=[C:8]1[O:10][C@H:4]([C:5]([OH:7])=[O:6])[CH2:3][CH2:2]1. The catalyst class is: 223. (2) Reactant: [Cl:1][C:2]1[C:7]([O:8][CH3:9])=[CH:6][C:5]([O:10][CH3:11])=[C:4]([Cl:12])[C:3]=1[C:13]1[CH:22]=[CH:21][C:20]([C:23](O)=[O:24])=[C:19]2[C:14]=1[CH:15]=[CH:16][CH:17]=[N:18]2.[CH3:26][O:27][C:28]1[CH:48]=[CH:47][C:31]([CH2:32][N:33]2[CH2:38][CH2:37][N:36]([CH2:39][C:40]3[N:45]=[CH:44][C:43]([NH2:46])=[CH:42][CH:41]=3)[CH2:35][CH2:34]2)=[CH:30][CH:29]=1. Product: [CH3:26][O:27][C:28]1[CH:29]=[CH:30][C:31]([CH2:32][N:33]2[CH2:38][CH2:37][N:36]([CH2:39][C:40]3[N:45]=[CH:44][C:43]([NH:46][C:23]([C:20]4[CH:21]=[CH:22][C:13]([C:3]5[C:4]([Cl:12])=[C:5]([O:10][CH3:11])[CH:6]=[C:7]([O:8][CH3:9])[C:2]=5[Cl:1])=[C:14]5[C:19]=4[N:18]=[CH:17][CH:16]=[CH:15]5)=[O:24])=[CH:42][CH:41]=3)[CH2:35][CH2:34]2)=[CH:47][CH:48]=1. The catalyst class is: 61.